From a dataset of Reaction yield outcomes from USPTO patents with 853,638 reactions. Predict the reaction yield, written as a fraction of the theoretical maximum amount of product (1.0 means a 100% yield; for example, 0.34 means a 34% yield). The reactants are [CH3:1][O:2][C:3]([C:5]1[N:6]([CH3:13])[CH:7]=[C:8]([N+:10]([O-])=O)[CH:9]=1)=[O:4].N1C=CC=C1.[CH3:19][N:20]1[CH:24]=[C:23]([NH:25][C:26]([O:28][CH2:29][CH2:30][S:31]([C:34]2[CH:39]=[CH:38][C:37]([C:40]([F:43])([F:42])[F:41])=[CH:36][CH:35]=2)(=[O:33])=[O:32])=[O:27])[CH:22]=[C:21]1[C:44](O)=[O:45].CN(C(F)=[N+](C)C)C.F[P-](F)(F)(F)(F)F.C1C=CC2N(O)N=NC=2C=1.CCN(C(C)C)C(C)C. The catalyst is CC(=O)OCC.CN(C=O)C.C(Cl)Cl.[Pd].O. The product is [CH3:1][O:2][C:3]([C:5]1[N:6]([CH3:13])[CH:7]=[C:8]([NH:10][C:44]([C:21]2[N:20]([CH3:19])[CH:24]=[C:23]([NH:25][C:26]([O:28][CH2:29][CH2:30][S:31]([C:34]3[CH:39]=[CH:38][C:37]([C:40]([F:43])([F:41])[F:42])=[CH:36][CH:35]=3)(=[O:33])=[O:32])=[O:27])[CH:22]=2)=[O:45])[CH:9]=1)=[O:4]. The yield is 0.630.